This data is from Full USPTO retrosynthesis dataset with 1.9M reactions from patents (1976-2016). The task is: Predict the reactants needed to synthesize the given product. (1) Given the product [Cl:14][C:12]1[CH:11]=[CH:10][C:9]([F:15])=[C:8]([C:6]2[N:7]=[C:2]([I:19])[C:3]3[O:18][CH2:17][CH2:16][C:4]=3[N:5]=2)[CH:13]=1, predict the reactants needed to synthesize it. The reactants are: Cl[C:2]1[C:3]2[O:18][CH2:17][CH2:16][C:4]=2[N:5]=[C:6]([C:8]2[CH:13]=[C:12]([Cl:14])[CH:11]=[CH:10][C:9]=2[F:15])[N:7]=1.[IH:19].[Na+].[I-]. (2) The reactants are: [Br:1][C:2]1[C:3]([F:12])=[C:4]([CH:7]=[C:8]([F:11])[C:9]=1[OH:10])[CH:5]=[O:6].[C:13](=O)([O-])[O-].[K+].[K+].COS(OC)(=O)=O.C(OC(=O)C)C. Given the product [Br:1][C:2]1[C:3]([F:12])=[C:4]([CH:7]=[C:8]([F:11])[C:9]=1[O:10][CH3:13])[CH:5]=[O:6], predict the reactants needed to synthesize it.